Task: Predict the reactants needed to synthesize the given product.. Dataset: Full USPTO retrosynthesis dataset with 1.9M reactions from patents (1976-2016) (1) The reactants are: Cl.C(OC([N:9]1[CH2:14][CH2:13][CH:12]([N:15]2[CH:19]=[C:18]([C:20]3[CH:29]=[CH:28][C:27]4[C:26]([CH3:31])([CH3:30])[CH2:25][CH2:24][C:23]([CH3:33])([CH3:32])[C:22]=4[CH:21]=3)[N:17]=[N:16]2)[CH2:11][CH2:10]1)=O)(C)(C)C. Given the product [CH3:30][C:26]1([CH3:31])[CH2:25][CH2:24][C:23]([CH3:32])([CH3:33])[C:22]2[CH:21]=[C:20]([C:18]3[N:17]=[N:16][N:15]([CH:12]4[CH2:13][CH2:14][NH:9][CH2:10][CH2:11]4)[CH:19]=3)[CH:29]=[CH:28][C:27]1=2, predict the reactants needed to synthesize it. (2) Given the product [F:34][CH:2]([F:1])[C:3]1[CH:7]=[C:6]([CH:8]([F:10])[F:9])[N:5]([CH2:11][C:12]([N:14]2[CH2:19][CH2:18][CH:17]([C:20]3[S:21][CH:22]=[C:23]([C:25]4[CH2:29][CH:28]([C:30]([OH:32])=[O:31])[O:27][N:26]=4)[N:24]=3)[CH2:16][CH2:15]2)=[O:13])[N:4]=1, predict the reactants needed to synthesize it. The reactants are: [F:1][CH:2]([F:34])[C:3]1[CH:7]=[C:6]([CH:8]([F:10])[F:9])[N:5]([CH2:11][C:12]([N:14]2[CH2:19][CH2:18][CH:17]([C:20]3[S:21][CH:22]=[C:23]([C:25]4[CH2:29][CH:28]([C:30]([O:32]C)=[O:31])[O:27][N:26]=4)[N:24]=3)[CH2:16][CH2:15]2)=[O:13])[N:4]=1.O.[OH-].[Li+]. (3) Given the product [N:25]1([C:28]([NH:12][C@:13]2([C:18]([O:20][CH2:21][CH3:22])=[O:19])[CH2:15][C@H:14]2[CH:16]=[CH2:17])=[O:29])[CH:24]=[CH:23][N:27]=[CH:26]1, predict the reactants needed to synthesize it. The reactants are: S(C1C=CC(C)=CC=1)(O)(=O)=O.[NH2:12][C@:13]1([C:18]([O:20][CH2:21][CH3:22])=[O:19])[CH2:15][C@H:14]1[CH:16]=[CH2:17].[CH:23]1[N:27]=[CH:26][N:25]([C:28](N2C=NC=C2)=[O:29])[CH:24]=1. (4) Given the product [Br:18][CH2:1][C:2]1[CH:3]=[CH:4][C:5]2[O:9][N:8]=[C:7]([O:10][CH:11]3[CH2:16][CH2:15][CH2:14][CH2:13][O:12]3)[C:6]=2[CH:17]=1, predict the reactants needed to synthesize it. The reactants are: [CH3:1][C:2]1[CH:3]=[CH:4][C:5]2[O:9][N:8]=[C:7]([O:10][CH:11]3[CH2:16][CH2:15][CH2:14][CH2:13][O:12]3)[C:6]=2[CH:17]=1.[Br:18]N1C(=O)CCC1=O.N(C(C)(C)C#N)=NC(C)(C)C#N.